This data is from Forward reaction prediction with 1.9M reactions from USPTO patents (1976-2016). The task is: Predict the product of the given reaction. (1) Given the reactants [Cl:1][C:2]1[CH:3]=[C:4]([NH:8][C:9]2[N:14]=[C:13]([C:15]3[CH:20]=[CH:19][N:18]=[C:17](Cl)[CH:16]=3)[CH:12]=[CH:11][N:10]=2)[CH:5]=[CH:6][CH:7]=1.[H-].[Na+].[NH:24]1[CH2:28][CH2:27][CH2:26][C:25]1=[O:29], predict the reaction product. The product is: [Cl:1][C:2]1[CH:3]=[C:4]([NH:8][C:9]2[N:14]=[C:13]([C:15]3[CH:20]=[CH:19][N:18]=[C:17]([N:24]4[CH2:28][CH2:27][CH2:26][C:25]4=[O:29])[CH:16]=3)[CH:12]=[CH:11][N:10]=2)[CH:5]=[CH:6][CH:7]=1. (2) Given the reactants [H-].[Na+].[C:3]([O:11]CC)(=[O:10])[CH2:4][C:5]([O:7][CH2:8][CH3:9])=[O:6].C=C1OC(=O)C1.Cl.[O:21]1[CH2:25][CH2:24][CH2:23][CH2:22]1, predict the reaction product. The product is: [OH:21][C:25]1[CH:24]=[C:23]([CH3:22])[O:11][C:3](=[O:10])[C:4]=1[C:5]([O:7][CH2:8][CH3:9])=[O:6]. (3) The product is: [CH2:1]([O:3][C:4]([C:6]1[C:7](=[O:18])[N:8]([CH2:22][CH2:23][C:24]([CH3:27])([CH3:26])[CH3:25])[N:9]=[C:10]([C:13]2[S:14][CH:15]=[CH:16][CH:17]=2)[C:11]=1[OH:12])=[O:5])[CH3:2]. Given the reactants [CH2:1]([O:3][C:4]([C:6]1[C:7](=[O:18])[NH:8][N:9]=[C:10]([C:13]2[S:14][CH:15]=[CH:16][CH:17]=2)[C:11]=1[OH:12])=[O:5])[CH3:2].[H-].[Na+].I[CH2:22][CH2:23][C:24]([CH3:27])([CH3:26])[CH3:25], predict the reaction product. (4) Given the reactants Cl.[CH3:2][O:3][C:4](=[O:47])[C@@H:5]([NH:21][C:22]([CH:24]1[CH2:33][C:32]2[CH:31]=[C:30]3[O:34][CH2:35][C@H:36]([C:38]4[CH:43]=[CH:42][C:41]([O:44][CH2:45][CH3:46])=[CH:40][CH:39]=4)[O:37][C:29]3=[CH:28][C:27]=2[CH2:26][NH:25]1)=[O:23])[CH2:6][C:7]1[CH:12]=[CH:11][C:10]([C:13]2[CH:18]=[CH:17][C:16]([C:19]#[N:20])=[CH:15][CH:14]=2)=[CH:9][CH:8]=1.[C:48]([NH:51][C:52]1[S:53][C:54]([S:58](Cl)(=[O:60])=[O:59])=[C:55]([CH3:57])[N:56]=1)(=[O:50])[CH3:49], predict the reaction product. The product is: [CH3:2][O:3][C:4](=[O:47])[C@@H:5]([NH:21][C:22]([CH:24]1[CH2:33][C:32]2[CH:31]=[C:30]3[O:34][CH2:35][C@H:36]([C:38]4[CH:39]=[CH:40][C:41]([O:44][CH2:45][CH3:46])=[CH:42][CH:43]=4)[O:37][C:29]3=[CH:28][C:27]=2[CH2:26][N:25]1[S:58]([C:54]1[S:53][C:52]([NH:51][C:48](=[O:50])[CH3:49])=[N:56][C:55]=1[CH3:57])(=[O:59])=[O:60])=[O:23])[CH2:6][C:7]1[CH:12]=[CH:11][C:10]([C:13]2[CH:14]=[CH:15][C:16]([C:19]#[N:20])=[CH:17][CH:18]=2)=[CH:9][CH:8]=1. (5) Given the reactants [OH:1][CH2:2][C@@H:3]1[CH2:8][CH2:7][CH2:6][N:5]([C:9]([O:11][C:12]([CH3:15])([CH3:14])[CH3:13])=[O:10])[CH2:4]1.N1C=CC=CC=1.[C:22]1([CH3:32])[CH:27]=[CH:26][C:25]([S:28](Cl)(=[O:30])=[O:29])=[CH:24][CH:23]=1.C(O)(=O)CC(CC(O)=O)(C(O)=O)O, predict the reaction product. The product is: [S:28]([O:1][CH2:2][C@@H:3]1[CH2:8][CH2:7][CH2:6][N:5]([C:9]([O:11][C:12]([CH3:15])([CH3:14])[CH3:13])=[O:10])[CH2:4]1)([C:25]1[CH:26]=[CH:27][C:22]([CH3:32])=[CH:23][CH:24]=1)(=[O:30])=[O:29]. (6) Given the reactants [I-].[Na+].Cl[Si](C)(C)C.C[O:9][C:10]1[C:11](=[O:26])[CH:12]=[N:13][N:14]([C:16]2[CH:21]=[CH:20][CH:19]=[C:18]([C:22]([F:25])([F:24])[F:23])[CH:17]=2)[CH:15]=1, predict the reaction product. The product is: [OH:9][C:10]1[C:11](=[O:26])[CH:12]=[N:13][N:14]([C:16]2[CH:21]=[CH:20][CH:19]=[C:18]([C:22]([F:25])([F:23])[F:24])[CH:17]=2)[CH:15]=1.